Dataset: Catalyst prediction with 721,799 reactions and 888 catalyst types from USPTO. Task: Predict which catalyst facilitates the given reaction. (1) Reactant: [CH3:1][O:2][CH:3]1[CH2:8][CH2:7][N:6]([CH2:9][CH2:10][O:11][C:12]2[CH:17]=[CH:16][C:15]([N+:18]([O-])=O)=[CH:14][C:13]=2[O:21][CH3:22])[CH2:5][CH2:4]1. Product: [CH3:22][O:21][C:13]1[CH:14]=[C:15]([NH2:18])[CH:16]=[CH:17][C:12]=1[O:11][CH2:10][CH2:9][N:6]1[CH2:7][CH2:8][CH:3]([O:2][CH3:1])[CH2:4][CH2:5]1. The catalyst class is: 98. (2) Reactant: [NH2:1][C:2]1[CH:11]=[CH:10][C:5]([NH:6][C:7](=[O:9])[CH3:8])=[CH:4][CH:3]=1.B1([O-])OO1.[OH2:16].O.O.O.[Na+].B(O)(O)O. Product: [C:7]([NH:6][C:5]1[CH:4]=[CH:3][C:2]([N:1]=[N:1][C:2]2[CH:11]=[CH:10][C:5]([NH:6][C:7](=[O:16])[CH3:8])=[CH:4][CH:3]=2)=[CH:11][CH:10]=1)(=[O:9])[CH3:8]. The catalyst class is: 15. (3) Reactant: C(OC(=O)[CH2:5][C@H:6]1[CH2:11][CH2:10][C@H:9]([CH2:12][NH:13][CH2:14][CH3:15])[CH2:8][CH2:7]1)C.[H-].[Al+3].[Li+].[H-].[H-].[H-].O.S([O-])([O-])(=O)=[O:25].[Na+].[Na+]. Product: [CH2:14]([NH:13][CH2:12][C@H:9]1[CH2:10][CH2:11][C@H:6]([CH2:5][OH:25])[CH2:7][CH2:8]1)[CH3:15]. The catalyst class is: 1. (4) Reactant: [O:1]=[C:2]1[CH2:7][CH2:6][CH2:5][CH2:4][CH:3]1[C:8]([O:10][CH2:11][CH3:12])=[O:9].[CH3:13]C(C)([O-])C.[K+].IC. Product: [CH3:13][C:3]1([C:8]([O:10][CH2:11][CH3:12])=[O:9])[CH2:4][CH2:5][CH2:6][CH2:7][C:2]1=[O:1]. The catalyst class is: 1. (5) Reactant: C([Li])CCC.[C:6]([NH:10][S:11]([C:14]1[CH:19]=[CH:18][CH:17]=[CH:16][CH:15]=1)(=[O:13])=[O:12])([CH3:9])([CH3:8])[CH3:7].[B:20](OC)([O:23]C)[O:21]C.[Cl-].[NH4+]. Product: [B:20]([C:15]1[CH:16]=[CH:17][CH:18]=[CH:19][C:14]=1[S:11]([NH:10][C:6]([CH3:9])([CH3:7])[CH3:8])(=[O:13])=[O:12])([OH:23])[OH:21]. The catalyst class is: 1. (6) Reactant: [CH2:1]([O:3][P:4]([C:9]1[CH:14]=[CH:13][C:12]([CH:15]([CH3:20])[C:16]([O:18]C)=[O:17])=[CH:11][CH:10]=1)([O:6][CH2:7][CH3:8])=[O:5])[CH3:2].O[Li].O. Product: [CH2:7]([O:6][P:4]([C:9]1[CH:10]=[CH:11][C:12]([CH:15]([CH3:20])[C:16]([OH:18])=[O:17])=[CH:13][CH:14]=1)([O:3][CH2:1][CH3:2])=[O:5])[CH3:8]. The catalyst class is: 24. (7) Reactant: Cl[C:2]1[N:7]=[C:6]([CH2:8][CH2:9][C:10]2[CH:15]=[CH:14][CH:13]=[CH:12][C:11]=2[C:16]2([C:19]([NH2:21])=[O:20])[CH2:18][CH2:17]2)[C:5]([Cl:22])=[CH:4][N:3]=1.[CH3:23][N:24]1[CH:28]=[C:27]([NH2:29])[C:26]([CH3:30])=[N:25]1.O.C1(C)C=CC(S(O)(=O)=O)=CC=1. Product: [Cl:22][C:5]1[C:6]([CH2:8][CH2:9][C:10]2[CH:15]=[CH:14][CH:13]=[CH:12][C:11]=2[C:16]2([C:19]([NH2:21])=[O:20])[CH2:18][CH2:17]2)=[N:7][C:2]([NH:29][C:27]2[C:26]([CH3:30])=[N:25][N:24]([CH3:23])[CH:28]=2)=[N:3][CH:4]=1. The catalyst class is: 12. (8) Reactant: [CH3:1][C:2]([CH3:15])([CH3:14])[C:3]([NH:5][C:6]1[CH:11]=[CH:10][CH:9]=[C:8]([O:12][CH3:13])[N:7]=1)=[O:4].C([Li])CCC.[Br:21]CCBr.O. Product: [Br:21][C:11]1[C:6]([NH:5][C:3](=[O:4])[C:2]([CH3:15])([CH3:14])[CH3:1])=[N:7][C:8]([O:12][CH3:13])=[CH:9][CH:10]=1. The catalyst class is: 56. (9) Reactant: Cl.O1CCOCC1.OC(C(F)(F)F)=O.OC(C(F)(F)F)=O.[S:22]1[C:26]2[CH:27]=[C:28]([NH:31][C:32]([N:34]3[CH2:39][CH2:38][N:37](C(OC(C)(C)C)=O)[CH2:36][CH:35]3[CH2:47][O:48][C:49]3[CH:50]=[N:51][CH:52]=[CH:53][CH:54]=3)=[O:33])[CH:29]=[CH:30][C:25]=2[N:24]=[CH:23]1. Product: [S:22]1[C:26]2[CH:27]=[C:28]([NH:31][C:32]([N:34]3[CH2:39][CH2:38][NH:37][CH2:36][CH:35]3[CH2:47][O:48][C:49]3[CH:50]=[N:51][CH:52]=[CH:53][CH:54]=3)=[O:33])[CH:29]=[CH:30][C:25]=2[N:24]=[CH:23]1. The catalyst class is: 5. (10) Reactant: [Cl:1][C:2]1[CH:7]=[C:6]([O:8][C:9]2[CH:14]=[CH:13][C:12]([Cl:15])=[CH:11][CH:10]=2)[CH:5]=[CH:4][C:3]=1[C:16]([OH:25])([CH:23]=[CH2:24])[CH2:17][N:18]1[CH:22]=[N:21][CH:20]=[N:19]1.[H-].[Na+].CI.Cl[CH2:31]Cl. Product: [Cl:1][C:2]1[CH:7]=[C:6]([O:8][C:9]2[CH:10]=[CH:11][C:12]([Cl:15])=[CH:13][CH:14]=2)[CH:5]=[CH:4][C:3]=1[C:16]([O:25][CH3:31])([CH:23]=[CH2:24])[CH2:17][N:18]1[CH:22]=[N:21][CH:20]=[N:19]1. The catalyst class is: 220.